This data is from Full USPTO retrosynthesis dataset with 1.9M reactions from patents (1976-2016). The task is: Predict the reactants needed to synthesize the given product. (1) Given the product [Cl:22][C:17]1[CH:16]=[C:15]([NH:14][C:5]2[C:4]3[C:9](=[CH:10][CH:11]=[C:2]([NH:1][CH2:28][C:27]4[CH:30]=[CH:31][C:32]([N:33]([CH3:34])[CH3:35])=[C:25]([C:23]#[N:24])[C:26]=4[F:36])[CH:3]=3)[N:8]=[CH:7][C:6]=2[C:12]#[N:13])[CH:20]=[CH:19][C:18]=1[F:21], predict the reactants needed to synthesize it. The reactants are: [NH2:1][C:2]1[CH:3]=[C:4]2[C:9](=[CH:10][CH:11]=1)[N:8]=[CH:7][C:6]([C:12]#[N:13])=[C:5]2[NH:14][C:15]1[CH:20]=[CH:19][C:18]([F:21])=[C:17]([Cl:22])[CH:16]=1.[C:23]([C:25]1[C:26]([F:36])=[C:27]([CH:30]=[CH:31][C:32]=1[N:33]([CH3:35])[CH3:34])[CH:28]=O)#[N:24].[BH3-]C#N.[Na+]. (2) The reactants are: [F:1][C:2]1[CH:3]=[C:4]2[C:8](=[CH:9][CH:10]=1)[NH:7][C:6](=[O:11])/[C:5]/2=[CH:12]\[C:13]1[NH:17][C:16]2[CH2:18][CH2:19][CH2:20][CH2:21][CH2:22][C:15]=2[C:14]=1[CH2:23][CH2:24][C:25]([OH:27])=O.[NH2:28][CH2:29][CH2:30][N:31]1[CH2:36][CH2:35][O:34][CH2:33][CH2:32]1.CN(C)CCCN=C=NCC.ON1C2C=CC=CC=2N=N1. Given the product [F:1][C:2]1[CH:3]=[C:4]2[C:8](=[CH:9][CH:10]=1)[NH:7][C:6](=[O:11])/[C:5]/2=[CH:12]\[C:13]1[NH:17][C:16]2[CH2:18][CH2:19][CH2:20][CH2:21][CH2:22][C:15]=2[C:14]=1[CH2:23][CH2:24][C:25]([NH:28][CH2:29][CH2:30][N:31]1[CH2:36][CH2:35][O:34][CH2:33][CH2:32]1)=[O:27], predict the reactants needed to synthesize it. (3) Given the product [N:64]1([C:63]2[CH:62]=[CH:61][N:65]=[CH:66][CH:73]=2)[CH2:30][CH2:29][CH:28]([CH2:27][CH2:26][NH:31][C:32]([C:34]2[C:38]([Br:39])=[C:37]([NH:40][C:41](=[O:49])[C:42]3[CH:47]=[CH:46][CH:45]=[CH:44][C:43]=3[Cl:48])[N:36]([C:17]3[CH:18]=[CH:19][C:20]([F:23])=[CH:21][CH:22]=3)[N:35]=2)=[O:33])[CH2:4][CH2:3]1, predict the reactants needed to synthesize it. The reactants are: N1C=[CH:4][CH:3]=N1.C(OC(C1C=C(N)N([C:17]2[CH:22]=[CH:21][C:20]([F:23])=[CH:19][CH:18]=2)N=1)=O)C.CC1[CH2:30][CH2:29][CH2:28][CH2:27][CH:26]1[NH:31][C:32]([C:34]1[C:38]([Br:39])=[C:37]([NH:40][C:41](=[O:49])[C:42]2[CH:47]=[CH:46][CH:45]=[CH:44][C:43]=2[Cl:48])[NH:36][N:35]=1)=[O:33].Cl.FC1C=CC(NN)=CC=1.N[C:61]1[N:65]([C:66](OC(C)(C)C)=O)[N:64]=[C:63]([C:73](OC)=O)[CH:62]=1.O=C1NC2C=CC=CC=2C(C2C=CC=CC=2)=NC1NC(C1C(C)=C(NC(=O)C2C=CC=CC=2Cl)N(C2C=CC=CN=2)N=1)=O. (4) Given the product [Cl:1][C:2]1[CH:3]=[CH:4][C:5]([F:9])=[C:6]([NH:7][NH2:10])[CH:8]=1, predict the reactants needed to synthesize it. The reactants are: [Cl:1][C:2]1[CH:3]=[CH:4][C:5]([F:9])=[C:6]([CH:8]=1)[NH2:7].[N:10]([O-])=O.[Na+].[Sn](Cl)Cl. (5) Given the product [N:19]([CH:6]1[CH2:11][CH2:10][N:9]([C:12]([O:14][C:15]([CH3:18])([CH3:17])[CH3:16])=[O:13])[CH2:8][CH2:7]1)=[N+:20]=[N-:21], predict the reactants needed to synthesize it. The reactants are: CS(O[CH:6]1[CH2:11][CH2:10][N:9]([C:12]([O:14][C:15]([CH3:18])([CH3:17])[CH3:16])=[O:13])[CH2:8][CH2:7]1)(=O)=O.[N-:19]=[N+:20]=[N-:21].[Na+]. (6) Given the product [CH:1]12[CH2:10][CH:5]3[CH2:6][CH:7]([CH2:9][CH:3]([CH2:4]3)[CH:2]1[CH:11]([O:26][CH2:29][C:30]1[CH:35]=[CH:34][CH:33]=[CH:32][CH:31]=1)[C:12]1[CH:24]=[CH:23][C:15]([C:16]([O:18][C:19]([CH3:21])([CH3:22])[CH3:20])=[O:17])=[CH:14][C:13]=1[Cl:25])[CH2:8]2, predict the reactants needed to synthesize it. The reactants are: [CH:1]12[CH2:10][CH:5]3[CH2:6][CH:7]([CH2:9][CH:3]([CH2:4]3)[CH:2]1[CH:11]([OH:26])[C:12]1[CH:24]=[CH:23][C:15]([C:16]([O:18][C:19]([CH3:22])([CH3:21])[CH3:20])=[O:17])=[CH:14][C:13]=1[Cl:25])[CH2:8]2.[H-].[Na+].[CH2:29](Br)[C:30]1[CH:35]=[CH:34][CH:33]=[CH:32][CH:31]=1. (7) Given the product [C:56]([NH:1][CH2:2][C:3]1[CH:8]=[CH:7][CH:6]=[CH:5][C:4]=1[CH2:9][C@@H:10]([O:16][C:17]1[C:18]2[C:25]([C:26]3[CH:31]=[CH:30][C:29]([O:32][CH2:33][CH2:34][N:35]4[CH2:40][CH2:39][N:38]([CH3:41])[CH2:37][CH2:36]4)=[C:28]([Cl:42])[C:27]=3[CH3:43])=[C:24]([C:44]3[O:45][CH:46]=[CH:47][CH:48]=3)[S:23][C:19]=2[N:20]=[CH:21][N:22]=1)[C:11]([O:13][CH2:14][CH3:15])=[O:12])(=[O:58])[CH3:57], predict the reactants needed to synthesize it. The reactants are: [NH2:1][CH2:2][C:3]1[CH:8]=[CH:7][CH:6]=[CH:5][C:4]=1[CH2:9][C@@H:10]([O:16][C:17]1[C:18]2[C:25]([C:26]3[CH:31]=[CH:30][C:29]([O:32][CH2:33][CH2:34][N:35]4[CH2:40][CH2:39][N:38]([CH3:41])[CH2:37][CH2:36]4)=[C:28]([Cl:42])[C:27]=3[CH3:43])=[C:24]([C:44]3[O:45][CH:46]=[CH:47][CH:48]=3)[S:23][C:19]=2[N:20]=[CH:21][N:22]=1)[C:11]([O:13][CH2:14][CH3:15])=[O:12].C(N(CC)CC)C.[C:56](Cl)(=[O:58])[CH3:57]. (8) The reactants are: C[O:2][C:3]([C:5]1[CH:6]=[C:7]2[C:12](=[CH:13][CH:14]=1)[O:11][C:10]([C:15]1[N:20]=[CH:19][N:18]3[CH:21]=[CH:22][CH:23]=[C:17]3[CH:16]=1)=[CH:9][C:8]2=[N:24][O:25][C:26]([CH3:29])([CH3:28])[CH3:27])=[O:4].O.[OH-].[Li+]. Given the product [C:26]([O:25][N:24]=[C:8]1[C:7]2[C:12](=[CH:13][CH:14]=[C:5]([C:3]([OH:4])=[O:2])[CH:6]=2)[O:11][C:10]([C:15]2[N:20]=[CH:19][N:18]3[CH:21]=[CH:22][CH:23]=[C:17]3[CH:16]=2)=[CH:9]1)([CH3:29])([CH3:27])[CH3:28], predict the reactants needed to synthesize it. (9) The reactants are: [N:1]1[S:5][N:4]=[C:3]2[C:6]([S:10](Cl)(=[O:12])=[O:11])=[CH:7][CH:8]=[CH:9][C:2]=12.Cl.O.[NH:16]1[CH2:21][CH2:20][C:19](=[O:22])[CH2:18][CH2:17]1. Given the product [N:1]1[S:5][N:4]=[C:3]2[C:6]([S:10]([N:16]3[CH2:21][CH2:20][C:19](=[O:22])[CH2:18][CH2:17]3)(=[O:12])=[O:11])=[CH:7][CH:8]=[CH:9][C:2]=12, predict the reactants needed to synthesize it.